Dataset: Forward reaction prediction with 1.9M reactions from USPTO patents (1976-2016). Task: Predict the product of the given reaction. (1) The product is: [F:8][C:7]1[CH:6]=[C:5]([N:9]2[C:18]3[C:13](=[CH:14][C:15]([S:19]([NH:22][C:23]4[CH:27]=[CH:26][O:25][N:24]=4)(=[O:21])=[O:20])=[CH:16][CH:17]=3)[CH:12]=[CH:11][C:10]2=[O:28])[C:4]([O:29][CH3:30])=[CH:3][C:2]=1[C:37]1[CH:36]=[CH:35][CH:34]=[C:33]([C:32]([F:43])([F:42])[F:31])[CH:38]=1. Given the reactants Br[C:2]1[C:7]([F:8])=[CH:6][C:5]([N:9]2[C:18]3[C:13](=[CH:14][C:15]([S:19]([NH:22][C:23]4[CH:27]=[CH:26][O:25][N:24]=4)(=[O:21])=[O:20])=[CH:16][CH:17]=3)[CH:12]=[CH:11][C:10]2=[O:28])=[C:4]([O:29][CH3:30])[CH:3]=1.[F:31][C:32]([F:43])([F:42])[C:33]1[CH:34]=[C:35](B(O)O)[CH:36]=[CH:37][CH:38]=1.C(=O)([O-])[O-].[K+].[K+], predict the reaction product. (2) Given the reactants [CH2:1]([Zn]CC)C.C(O)(C(F)(F)F)=O.C(I)I.[CH2:16]=[C:17]1[CH2:22][CH2:21][CH:20]([C:23]([O:25][CH2:26][CH3:27])=[O:24])[CH2:19][CH2:18]1, predict the reaction product. The product is: [CH2:1]1[C:17]2([CH2:18][CH2:19][CH:20]([C:23]([O:25][CH2:26][CH3:27])=[O:24])[CH2:21][CH2:22]2)[CH2:16]1. (3) Given the reactants [C:1]([O:5][C:6]([N:8]1[C:16]2[C:11](=[C:12]([CH3:18])[C:13]([OH:17])=[CH:14][CH:15]=2)[CH2:10][CH2:9]1)=[O:7])([CH3:4])([CH3:3])[CH3:2].Cl[CH2:20][C:21]1[CH:26]=[CH:25][C:24]([CH:27]([CH3:29])[CH3:28])=[C:23]([O:30][C:31]([F:34])([F:33])[F:32])[CH:22]=1.C(=O)([O-])[O-].[K+].[K+].C(=O)(O)[O-].[Na+], predict the reaction product. The product is: [C:1]([O:5][C:6]([N:8]1[C:16]2[C:11](=[C:12]([CH3:18])[C:13]([O:17][CH2:20][C:21]3[CH:26]=[CH:25][C:24]([CH:27]([CH3:29])[CH3:28])=[C:23]([O:30][C:31]([F:32])([F:33])[F:34])[CH:22]=3)=[CH:14][CH:15]=2)[CH2:10][CH2:9]1)=[O:7])([CH3:4])([CH3:3])[CH3:2].